From a dataset of Forward reaction prediction with 1.9M reactions from USPTO patents (1976-2016). Predict the product of the given reaction. (1) Given the reactants [CH3:1][O:2][C:3]1[CH:12]=[CH:11][CH:10]=[C:9]2[C:4]=1[CH2:5][CH:6]([NH2:13])[CH2:7][O:8]2.Br[CH2:15][CH2:16][CH2:17][C:18]1[C:26]2[C:21](=[CH:22][CH:23]=[C:24]([C:27]#[N:28])[CH:25]=2)[NH:20][CH:19]=1.C(N(CC)CC)C.CO, predict the reaction product. The product is: [CH3:1][O:2][C:3]1[CH:12]=[CH:11][CH:10]=[C:9]2[C:4]=1[CH2:5][CH:6]([NH:13][CH2:15][CH2:16][CH2:17][C:18]1[C:26]3[C:21](=[CH:22][CH:23]=[C:24]([C:27]#[N:28])[CH:25]=3)[NH:20][CH:19]=1)[CH2:7][O:8]2. (2) Given the reactants [C:1](=C1N=CC=N1)=[S:2].[NH2:8][CH2:9][CH:10]1[CH2:14][N:13]([C@@H:15]([CH2:19][CH3:20])[C:16]([NH2:18])=[O:17])[C:12](=[O:21])[CH2:11]1, predict the reaction product. The product is: [N:8]([CH2:9][CH:10]1[CH2:14][N:13]([C@@H:15]([CH2:19][CH3:20])[C:16]([NH2:18])=[O:17])[C:12](=[O:21])[CH2:11]1)=[C:1]=[S:2]. (3) The product is: [Br:1][C:2]1[CH:3]=[C:4]([C:8]([OH:10])=[O:9])[S:5][C:6]=1[C:24]1[N:28]([CH3:29])[N:27]=[CH:26][CH:25]=1. Given the reactants [Br:1][C:2]1[CH:3]=[C:4]([C:8]([OH:10])=[O:9])[S:5][C:6]=1Br.C([O-])([O-])=O.[K+].[K+].CC1(C)COB([C:24]2[N:28]([CH3:29])[N:27]=[CH:26][CH:25]=2)OC1, predict the reaction product. (4) Given the reactants [C:1]([C:5]1[CH:10]=[C:9]([SH:11])[CH:8]=[C:7]([C:12]([CH3:15])([CH3:14])[CH3:13])[C:6]=1[OH:16])([CH3:4])([CH3:3])[CH3:2].[C:17]1(=O)[CH2:23][CH2:22][CH2:21][CH2:20][CH2:19][CH2:18]1.Cl, predict the reaction product. The product is: [C:1]([C:5]1[CH:10]=[C:9]([S:11][C:17]2([S:11][C:9]3[CH:8]=[C:7]([C:12]([CH3:13])([CH3:14])[CH3:15])[C:6]([OH:16])=[C:5]([C:1]([CH3:4])([CH3:3])[CH3:2])[CH:10]=3)[CH2:23][CH2:22][CH2:21][CH2:20][CH2:19][CH2:18]2)[CH:8]=[C:7]([C:12]([CH3:15])([CH3:14])[CH3:13])[C:6]=1[OH:16])([CH3:4])([CH3:3])[CH3:2]. (5) Given the reactants [C:1]([NH:4][C:5]1[S:6][C:7]([C:11]2[CH:12]=[C:13]([S:17](Cl)(=[O:19])=[O:18])[S:14][C:15]=2[Br:16])=[C:8]([CH3:10])[N:9]=1)(=[O:3])[CH3:2].C(N(CC)CC)C.[OH:28][CH:29]1[CH2:34][CH2:33][NH:32][CH2:31][CH2:30]1, predict the reaction product. The product is: [Br:16][C:15]1[S:14][C:13]([S:17]([N:32]2[CH2:33][CH2:34][CH:29]([OH:28])[CH2:30][CH2:31]2)(=[O:19])=[O:18])=[CH:12][C:11]=1[C:7]1[S:6][C:5]([NH:4][C:1](=[O:3])[CH3:2])=[N:9][C:8]=1[CH3:10]. (6) Given the reactants [C:1]([O:5][C:6](=[O:39])[NH:7][N:8]1[C:17](=[O:18])[C:16]2[C:11](=[C:12]([Cl:34])[C:13]([N:20]3[CH2:24][CH2:23][C@H:22]([N:25]([C:27]([O:29][C:30]([CH3:33])([CH3:32])[CH3:31])=[O:28])[CH3:26])[CH2:21]3)=[C:14]([F:19])[CH:15]=2)[N:10]([CH:35]2[CH2:37][CH2:36]2)[C:9]1=[O:38])([CH3:4])([CH3:3])[CH3:2].[H-].[Na+].I[CH3:43], predict the reaction product. The product is: [C:1]([O:5][C:6](=[O:39])[N:7]([N:8]1[C:17](=[O:18])[C:16]2[C:11](=[C:12]([Cl:34])[C:13]([N:20]3[CH2:24][CH2:23][C@H:22]([N:25]([C:27]([O:29][C:30]([CH3:31])([CH3:32])[CH3:33])=[O:28])[CH3:26])[CH2:21]3)=[C:14]([F:19])[CH:15]=2)[N:10]([CH:35]2[CH2:36][CH2:37]2)[C:9]1=[O:38])[CH3:43])([CH3:2])([CH3:3])[CH3:4].